From a dataset of Forward reaction prediction with 1.9M reactions from USPTO patents (1976-2016). Predict the product of the given reaction. (1) Given the reactants [Cl-].O[NH3+:3].[C:4](=[O:7])([O-])[OH:5].[Na+].CS(C)=O.[CH2:13]([C:17]1[N:18]=[C:19]([CH3:54])[N:20]([CH2:39][C:40]2[CH:45]=[CH:44][C:43]([C:46]([N:48]3[CH2:53][CH2:52][O:51][CH2:50][CH2:49]3)=[O:47])=[CH:42][CH:41]=2)[C:21](=[O:38])[C:22]=1[CH2:23][C:24]1[CH:29]=[CH:28][C:27]([C:30]2[C:31]([C:36]#[N:37])=[CH:32][CH:33]=[CH:34][CH:35]=2)=[CH:26][CH:25]=1)[CH2:14][CH2:15][CH3:16], predict the reaction product. The product is: [CH2:13]([C:17]1[N:18]=[C:19]([CH3:54])[N:20]([CH2:39][C:40]2[CH:41]=[CH:42][C:43]([C:46]([N:48]3[CH2:53][CH2:52][O:51][CH2:50][CH2:49]3)=[O:47])=[CH:44][CH:45]=2)[C:21](=[O:38])[C:22]=1[CH2:23][C:24]1[CH:25]=[CH:26][C:27]([C:30]2[CH:35]=[CH:34][CH:33]=[CH:32][C:31]=2[C:36]2[NH:3][C:4](=[O:7])[O:5][N:37]=2)=[CH:28][CH:29]=1)[CH2:14][CH2:15][CH3:16]. (2) Given the reactants [Cl:1][C:2]1[CH:7]=[CH:6][C:5]([S:8]([N:11]([CH2:21][C:22]2[CH:31]=[CH:30][C:25]([C:26](OC)=[O:27])=[CH:24][CH:23]=2)[C@H:12]([C:15]2[CH:20]=[CH:19][CH:18]=[CH:17][CH:16]=2)[CH2:13][CH3:14])(=[O:10])=[O:9])=[CH:4][CH:3]=1.[NH2:32][C@H:33]([CH3:36])[CH2:34][OH:35], predict the reaction product. The product is: [Cl:1][C:2]1[CH:3]=[CH:4][C:5]([S:8]([N:11]([CH2:21][C:22]2[CH:31]=[CH:30][C:25]([C:26]([NH:32][C@H:33]([CH3:36])[CH2:34][OH:35])=[O:27])=[CH:24][CH:23]=2)[C@H:12]([C:15]2[CH:20]=[CH:19][CH:18]=[CH:17][CH:16]=2)[CH2:13][CH3:14])(=[O:9])=[O:10])=[CH:6][CH:7]=1.